Dataset: Catalyst prediction with 721,799 reactions and 888 catalyst types from USPTO. Task: Predict which catalyst facilitates the given reaction. Reactant: C(OP([CH2:9][C:10]([O:12][C:13]([CH3:16])([CH3:15])[CH3:14])=[O:11])(OCC)=O)C.[H-].[Na+].[CH:19]1([CH:23]=O)[CH2:22][CH2:21][CH2:20]1.O. Product: [CH:19]1(/[CH:23]=[CH:9]/[C:10]([O:12][C:13]([CH3:14])([CH3:15])[CH3:16])=[O:11])[CH2:22][CH2:21][CH2:20]1. The catalyst class is: 118.